Dataset: Reaction yield outcomes from USPTO patents with 853,638 reactions. Task: Predict the reaction yield, written as a fraction of the theoretical maximum amount of product (1.0 means a 100% yield; for example, 0.34 means a 34% yield). The reactants are C1(P(C2C=CC=CC=2)C2C=CC=CC=2)C=CC=CC=1.[OH:20][C:21]1[C:22]([CH2:34][CH:35]=[C:36]([CH3:39])[CH2:37]O)=[C:23]([O:32][CH3:33])[C:24]([CH3:31])=[C:25]2[C:29]=1[C:28](=[O:30])[O:27][CH2:26]2.C(Br)(Br)(Br)[Br:41]. The catalyst is ClCCl. The product is [Br:41][CH2:37][C:36]([CH3:39])=[CH:35][CH2:34][C:22]1[C:21]([OH:20])=[C:29]2[C:25]([CH2:26][O:27][C:28]2=[O:30])=[C:24]([CH3:31])[C:23]=1[O:32][CH3:33]. The yield is 0.420.